From a dataset of Catalyst prediction with 721,799 reactions and 888 catalyst types from USPTO. Predict which catalyst facilitates the given reaction. (1) Reactant: Br[C:2]1[CH:11]=[C:10]2[C:5]([N:6]=[CH:7][C:8]([N:12]3[CH2:17][CH2:16][O:15][CH2:14][CH2:13]3)=[N:9]2)=[CH:4][CH:3]=1.C(=O)([O-])[O-].[K+].[K+].[F:24][C:25]1[CH:30]=[CH:29][C:28](B(O)O)=[CH:27][C:26]=1[N+:34]([O-:36])=[O:35]. Product: [F:24][C:25]1[CH:30]=[CH:29][C:28]([C:2]2[CH:11]=[C:10]3[C:5]([N:6]=[CH:7][C:8]([N:12]4[CH2:17][CH2:16][O:15][CH2:14][CH2:13]4)=[N:9]3)=[CH:4][CH:3]=2)=[CH:27][C:26]=1[N+:34]([O-:36])=[O:35]. The catalyst class is: 20. (2) Reactant: C([O:5][C:6]([C@H:8]1[CH2:12][CH2:11][CH2:10][N:9]1[C:13](=[O:42])[CH2:14][O:15][C:16]1[C:21]([Cl:22])=[C:20]([Cl:23])[C:19]([Cl:24])=[C:18]([Cl:25])[C:17]=1[O:26][CH2:27][C:28]([N:30]1[CH2:34][CH2:33][CH2:32][C@@H:31]1[C:35]([O:37]C(C)(C)C)=[O:36])=[O:29])=[O:7])(C)(C)C. Product: [C:6]([C@H:8]1[CH2:12][CH2:11][CH2:10][N:9]1[C:13](=[O:42])[CH2:14][O:15][C:16]1[C:21]([Cl:22])=[C:20]([Cl:23])[C:19]([Cl:24])=[C:18]([Cl:25])[C:17]=1[O:26][CH2:27][C:28]([N:30]1[CH2:34][CH2:33][CH2:32][C@@H:31]1[C:35]([OH:37])=[O:36])=[O:29])([OH:7])=[O:5]. The catalyst class is: 55.